From a dataset of NCI-60 drug combinations with 297,098 pairs across 59 cell lines. Regression. Given two drug SMILES strings and cell line genomic features, predict the synergy score measuring deviation from expected non-interaction effect. (1) Drug 1: C1=C(C(=O)NC(=O)N1)N(CCCl)CCCl. Drug 2: CC(C1=C(C=CC(=C1Cl)F)Cl)OC2=C(N=CC(=C2)C3=CN(N=C3)C4CCNCC4)N. Cell line: A498. Synergy scores: CSS=13.3, Synergy_ZIP=-8.10, Synergy_Bliss=-1.96, Synergy_Loewe=-3.84, Synergy_HSA=-1.47. (2) Drug 1: CN(C)C1=NC(=NC(=N1)N(C)C)N(C)C. Cell line: UACC-257. Drug 2: CC1CCC2CC(C(=CC=CC=CC(CC(C(=O)C(C(C(=CC(C(=O)CC(OC(=O)C3CCCCN3C(=O)C(=O)C1(O2)O)C(C)CC4CCC(C(C4)OC)O)C)C)O)OC)C)C)C)OC. Synergy scores: CSS=-11.5, Synergy_ZIP=1.65, Synergy_Bliss=-6.31, Synergy_Loewe=-14.2, Synergy_HSA=-11.4. (3) Drug 1: CCCS(=O)(=O)NC1=C(C(=C(C=C1)F)C(=O)C2=CNC3=C2C=C(C=N3)C4=CC=C(C=C4)Cl)F. Drug 2: C1=CC=C(C=C1)NC(=O)CCCCCCC(=O)NO. Cell line: A549. Synergy scores: CSS=9.64, Synergy_ZIP=-1.28, Synergy_Bliss=0.157, Synergy_Loewe=-5.71, Synergy_HSA=-1.99. (4) Drug 1: CNC(=O)C1=CC=CC=C1SC2=CC3=C(C=C2)C(=NN3)C=CC4=CC=CC=N4. Drug 2: CC1C(C(=O)NC(C(=O)N2CCCC2C(=O)N(CC(=O)N(C(C(=O)O1)C(C)C)C)C)C(C)C)NC(=O)C3=C4C(=C(C=C3)C)OC5=C(C(=O)C(=C(C5=N4)C(=O)NC6C(OC(=O)C(N(C(=O)CN(C(=O)C7CCCN7C(=O)C(NC6=O)C(C)C)C)C)C(C)C)C)N)C. Cell line: UACC-257. Synergy scores: CSS=-1.08, Synergy_ZIP=5.51, Synergy_Bliss=5.58, Synergy_Loewe=5.25, Synergy_HSA=4.49. (5) Drug 1: CCC1(CC2CC(C3=C(CCN(C2)C1)C4=CC=CC=C4N3)(C5=C(C=C6C(=C5)C78CCN9C7C(C=CC9)(C(C(C8N6C)(C(=O)OC)O)OC(=O)C)CC)OC)C(=O)OC)O.OS(=O)(=O)O. Drug 2: CC=C1C(=O)NC(C(=O)OC2CC(=O)NC(C(=O)NC(CSSCCC=C2)C(=O)N1)C(C)C)C(C)C. Cell line: BT-549. Synergy scores: CSS=20.7, Synergy_ZIP=0.741, Synergy_Bliss=2.35, Synergy_Loewe=-18.5, Synergy_HSA=1.53. (6) Drug 2: COCCOC1=C(C=C2C(=C1)C(=NC=N2)NC3=CC=CC(=C3)C#C)OCCOC.Cl. Cell line: EKVX. Drug 1: C1=NC(=NC(=O)N1C2C(C(C(O2)CO)O)O)N. Synergy scores: CSS=12.8, Synergy_ZIP=0.158, Synergy_Bliss=7.62, Synergy_Loewe=2.19, Synergy_HSA=4.54.